This data is from Forward reaction prediction with 1.9M reactions from USPTO patents (1976-2016). The task is: Predict the product of the given reaction. Given the reactants [N+:1]([C:4]1[CH:12]=[CH:11][C:7]2[N:8]=[CH:9][NH:10][C:6]=2[CH:5]=1)([O-])=O.[ClH:13], predict the reaction product. The product is: [ClH:13].[ClH:13].[NH2:1][CH:4]1[CH2:12][CH2:11][C:7]2[NH:8][CH:9]=[N:10][C:6]=2[CH2:5]1.